Dataset: NCI-60 drug combinations with 297,098 pairs across 59 cell lines. Task: Regression. Given two drug SMILES strings and cell line genomic features, predict the synergy score measuring deviation from expected non-interaction effect. (1) Drug 1: C1=CC(=CC=C1CC(C(=O)O)N)N(CCCl)CCCl.Cl. Drug 2: C#CCC(CC1=CN=C2C(=N1)C(=NC(=N2)N)N)C3=CC=C(C=C3)C(=O)NC(CCC(=O)O)C(=O)O. Cell line: SF-295. Synergy scores: CSS=3.76, Synergy_ZIP=-5.73, Synergy_Bliss=1.26, Synergy_Loewe=1.64, Synergy_HSA=1.91. (2) Drug 1: C1=CC(=CC=C1C#N)C(C2=CC=C(C=C2)C#N)N3C=NC=N3. Drug 2: C1C(C(OC1N2C=NC(=NC2=O)N)CO)O. Cell line: SW-620. Synergy scores: CSS=16.7, Synergy_ZIP=-3.09, Synergy_Bliss=-1.04, Synergy_Loewe=3.73, Synergy_HSA=3.87. (3) Drug 1: C1=CC(=CC=C1C#N)C(C2=CC=C(C=C2)C#N)N3C=NC=N3. Drug 2: C1=CN(C(=O)N=C1N)C2C(C(C(O2)CO)O)O.Cl. Cell line: CCRF-CEM. Synergy scores: CSS=68.3, Synergy_ZIP=-1.77, Synergy_Bliss=-3.24, Synergy_Loewe=-10.3, Synergy_HSA=0.670. (4) Drug 1: C1=NC2=C(N=C(N=C2N1C3C(C(C(O3)CO)O)O)F)N. Drug 2: CC12CCC3C(C1CCC2OP(=O)(O)O)CCC4=C3C=CC(=C4)OC(=O)N(CCCl)CCCl.[Na+]. Cell line: OVCAR-5. Synergy scores: CSS=19.4, Synergy_ZIP=-7.28, Synergy_Bliss=-5.03, Synergy_Loewe=-4.14, Synergy_HSA=-4.66. (5) Drug 1: C1CC(=O)NC(=O)C1N2CC3=C(C2=O)C=CC=C3N. Drug 2: COCCOC1=C(C=C2C(=C1)C(=NC=N2)NC3=CC=CC(=C3)C#C)OCCOC.Cl. Cell line: MCF7. Synergy scores: CSS=1.50, Synergy_ZIP=-1.70, Synergy_Bliss=-4.18, Synergy_Loewe=-6.52, Synergy_HSA=-3.19.